From a dataset of Reaction yield outcomes from USPTO patents with 853,638 reactions. Predict the reaction yield, written as a fraction of the theoretical maximum amount of product (1.0 means a 100% yield; for example, 0.34 means a 34% yield). (1) The reactants are [O:1]=[C:2]1[C@@H:6](OS(C)(=O)=O)[CH2:5][CH2:4][NH:3]1.[CH3:12][O:13][C:14]1[CH:19]=[CH:18][C:17]([C:20]([CH:22]2[CH2:27][CH2:26][NH:25][CH2:24][CH2:23]2)=[O:21])=[CH:16][C:15]=1[CH3:28].CCN(C(C)C)C(C)C. The catalyst is C(#N)C. The product is [CH3:12][O:13][C:14]1[CH:19]=[CH:18][C:17]([C:20]([CH:22]2[CH2:27][CH2:26][N:25]([C@@H:6]3[CH2:5][CH2:4][NH:3][C:2]3=[O:1])[CH2:24][CH2:23]2)=[O:21])=[CH:16][C:15]=1[CH3:28]. The yield is 0.674. (2) The reactants are [OH:1][C@H:2]1[CH2:6][CH2:5][NH:4][CH2:3]1.[N:7]([C:10]1[CH:11]=[CH:12][C:13]([O:16][CH3:17])=[N:14][CH:15]=1)=[C:8]=[S:9]. No catalyst specified. The product is [OH:1][C@H:2]1[CH2:6][CH2:5][N:4]([C:8](=[S:9])[NH:7][C:10]2[CH:15]=[N:14][C:13]([O:16][CH3:17])=[CH:12][CH:11]=2)[CH2:3]1. The yield is 0.990. (3) The reactants are C(O[C:5]1([C:10]2[CH:15]=[CH:14][CH:13]=[CH:12][CH:11]=2)[CH:8]2[CH2:9][CH:6]1[CH2:7]2)(=O)C.N.[Na]. The catalyst is CCOCC. The product is [C:10]1([CH:5]2[CH:6]3[CH2:9][CH:8]2[CH2:7]3)[CH:15]=[CH:14][CH:13]=[CH:12][CH:11]=1. The yield is 0.930. (4) The reactants are [OH:1][CH2:2][CH2:3][N:4]([CH3:33])[C:5]([C:7]1[CH:15]=[C:14]2[C:10]([C:11]3([CH2:32][CH2:31]3)[CH2:12][N:13]2[C:16]2[N:21]=[CH:20][C:19](B3OC(C)(C)C(C)(C)O3)=[CH:18][N:17]=2)=[CH:9][CH:8]=1)=[O:6].Br[C:35]1[CH:40]=[C:39]([Cl:41])[CH:38]=[C:37]([O:42][CH3:43])[N:36]=1.C([O-])([O-])=O.[K+].[K+]. The catalyst is O1CCOCC1.C1C=CC([P]([Pd]([P](C2C=CC=CC=2)(C2C=CC=CC=2)C2C=CC=CC=2)([P](C2C=CC=CC=2)(C2C=CC=CC=2)C2C=CC=CC=2)[P](C2C=CC=CC=2)(C2C=CC=CC=2)C2C=CC=CC=2)(C2C=CC=CC=2)C2C=CC=CC=2)=CC=1. The product is [Cl:41][C:39]1[CH:38]=[C:37]([O:42][CH3:43])[N:36]=[C:35]([C:19]2[CH:18]=[N:17][C:16]([N:13]3[C:14]4[C:10](=[CH:9][CH:8]=[C:7]([C:5]([N:4]([CH2:3][CH2:2][OH:1])[CH3:33])=[O:6])[CH:15]=4)[C:11]4([CH2:32][CH2:31]4)[CH2:12]3)=[N:21][CH:20]=2)[CH:40]=1. The yield is 0.860. (5) The reactants are [F:1][C:2]1[CH:3]=[C:4]([N:8]=[C:9](SC)[NH:10][C:11]2[CH:16]=[CH:15][C:14]([CH:17]([N:21]3[CH:25]=[CH:24][N:23]=[CH:22]3)[CH:18]([CH3:20])[CH3:19])=[CH:13][CH:12]=2)[CH:5]=[CH:6][CH:7]=1.[NH3:28]. No catalyst specified. The product is [F:1][C:2]1[CH:3]=[C:4]([NH:8][C:9](=[NH:28])[NH:10][C:11]2[CH:16]=[CH:15][C:14]([CH:17]([N:21]3[CH:25]=[CH:24][N:23]=[CH:22]3)[CH:18]([CH3:20])[CH3:19])=[CH:13][CH:12]=2)[CH:5]=[CH:6][CH:7]=1. The yield is 0.460. (6) The reactants are [NH2:1][C:2]1[CH:7]=[CH:6][N:5]=[CH:4][CH:3]=1.C(N(CC)CC)C.[C:15](Cl)(=[O:20])[C:16]([CH3:19])([CH3:18])[CH3:17].O. The catalyst is ClCCl. The product is [CH3:17][C:16]([CH3:19])([CH3:18])[C:15]([NH:1][C:2]1[CH:7]=[CH:6][N:5]=[CH:4][CH:3]=1)=[O:20]. The yield is 0.870. (7) The reactants are O.[OH-].[Li+].[CH:4]1([C@H:10]([NH:15][C:16]([C:18]2[C:27]([NH:28][C:29]([NH:31][C:32]3[CH:33]=[CH:34][C:35]4[O:39][CH2:38][CH2:37][C:36]=4[CH:40]=3)=[O:30])=[CH:26][C:25]3[C:20](=[CH:21][CH:22]=[CH:23][CH:24]=3)[CH:19]=2)=[O:17])[C:11]([O:13]C)=[O:12])[CH2:9][CH2:8][CH2:7][CH2:6][CH2:5]1.O.Cl. The catalyst is O1CCOCC1. The product is [CH:4]1([C@H:10]([NH:15][C:16]([C:18]2[C:27]([NH:28][C:29]([NH:31][C:32]3[CH:33]=[CH:34][C:35]4[O:39][CH2:38][CH2:37][C:36]=4[CH:40]=3)=[O:30])=[CH:26][C:25]3[C:20](=[CH:21][CH:22]=[CH:23][CH:24]=3)[CH:19]=2)=[O:17])[C:11]([OH:13])=[O:12])[CH2:9][CH2:8][CH2:7][CH2:6][CH2:5]1. The yield is 0.530. (8) The reactants are [OH:1][C:2]1[C:6]([CH3:8])([CH3:7])[O:5][C:4](=[O:9])[CH:3]=1.C(N(CC)CC)C.[O:17](S(C(F)(F)F)(=O)=O)[S:18]([C:21]([F:24])([F:23])[F:22])(=O)=[O:19]. The catalyst is C(Cl)Cl. The product is [F:22][C:21]([F:24])([F:23])[S:18]([O:1][C:2]1[C:6]([CH3:8])([CH3:7])[O:5][C:4](=[O:9])[CH:3]=1)(=[O:19])=[O:17]. The yield is 0.890.